From a dataset of Full USPTO retrosynthesis dataset with 1.9M reactions from patents (1976-2016). Predict the reactants needed to synthesize the given product. (1) The reactants are: [CH3:1][O:2][C:3](=[O:19])[CH2:4][O:5][C:6]1[CH:11]=[CH:10][C:9]([NH:12][C:13]([O:15][CH2:16][CH2:17][OH:18])=[O:14])=[CH:8][CH:7]=1.[CH3:20][O:21][C:22](=[O:34])[CH2:23][O:24][C:25]1[CH:30]=[CH:29][C:28]([N:31]=[C:32]=[O:33])=[CH:27][CH:26]=1. Given the product [CH3:1][O:2][C:3](=[O:19])[CH2:4][O:5][C:6]1[CH:7]=[CH:8][C:9]([NH:12][C:13]([O:15][CH2:16][CH2:17][O:18][C:32](=[O:33])[NH:31][C:28]2[CH:27]=[CH:26][C:25]([O:24][CH2:23][C:22]([O:21][CH3:20])=[O:34])=[CH:30][CH:29]=2)=[O:14])=[CH:10][CH:11]=1, predict the reactants needed to synthesize it. (2) The reactants are: [Li+].[CH3:2]CC[CH2-].[Cl:6][C:7]1[CH:15]=[C:14]([CH:16]([O:19][CH2:20][C:21]2([C:34]3[CH:39]=[CH:38][C:37]([F:40])=[CH:36][CH:35]=3)[CH2:26][CH2:25][N:24]([C:27]([O:29][C:30]([CH3:33])([CH3:32])[CH3:31])=[O:28])[CH2:23][CH2:22]2)[CH:17]=O)[C:13]2[C:9](=[CH:10][N:11]([CH2:41][O:42][CH2:43][CH2:44][Si:45]([CH3:48])([CH3:47])[CH3:46])[N:12]=2)[CH:8]=1. Given the product [Cl:6][C:7]1[CH:15]=[C:14]([CH:16]([O:19][CH2:20][C:21]2([C:34]3[CH:39]=[CH:38][C:37]([F:40])=[CH:36][CH:35]=3)[CH2:26][CH2:25][N:24]([C:27]([O:29][C:30]([CH3:31])([CH3:33])[CH3:32])=[O:28])[CH2:23][CH2:22]2)[CH:17]=[CH2:2])[C:13]2[C:9](=[CH:10][N:11]([CH2:41][O:42][CH2:43][CH2:44][Si:45]([CH3:48])([CH3:47])[CH3:46])[N:12]=2)[CH:8]=1, predict the reactants needed to synthesize it.